Predict which catalyst facilitates the given reaction. From a dataset of Catalyst prediction with 721,799 reactions and 888 catalyst types from USPTO. (1) Reactant: [Br:1][C:2]1[CH:3]=[N:4][CH:5]=[C:6]([Br:8])[CH:7]=1.[Li+].CC([N-]C(C)C)C.[CH:17](=[O:19])[CH3:18].[NH4+].[Cl-]. Product: [Br:1][C:2]1[CH:3]=[N:4][CH:5]=[C:6]([Br:8])[C:7]=1[CH:17]([OH:19])[CH3:18]. The catalyst class is: 1. (2) Reactant: [CH:1]([N:4]1[CH2:10][CH2:9][CH2:8][NH:7][CH2:6][CH2:5]1)([CH3:3])[CH3:2].[C:11](N1CCCNCC1)([O:13][C:14]([CH3:17])([CH3:16])[CH3:15])=[O:12].CC(C)=O.[BH-](OC(C)=O)(OC(C)=O)OC(C)=O.[Na+]. Product: [C:11]([N:7]1[CH2:8][CH2:9][CH2:10][N:4]([CH:1]([CH3:3])[CH3:2])[CH2:5][CH2:6]1)([O:13][C:14]([CH3:17])([CH3:16])[CH3:15])=[O:12]. The catalyst class is: 26.